From a dataset of Forward reaction prediction with 1.9M reactions from USPTO patents (1976-2016). Predict the product of the given reaction. (1) Given the reactants N[C:2]1[CH:3]=[C:4]([C:8]2([CH3:21])[CH:13]3[CH:9]2[CH2:10][N:11]([CH2:15][CH2:16][CH2:17][CH2:18][CH2:19][CH3:20])[C:12]3=[O:14])[CH:5]=[CH:6][CH:7]=1.N([O-])=[O:23].[Na+].C(=O)([O-])[O-].[Na+].[Na+], predict the reaction product. The product is: [CH2:15]([N:11]1[CH2:10][CH:9]2[CH:13]([C:8]2([C:4]2[CH:5]=[CH:6][CH:7]=[C:2]([OH:23])[CH:3]=2)[CH3:21])[C:12]1=[O:14])[CH2:16][CH2:17][CH2:18][CH2:19][CH3:20]. (2) Given the reactants [CH3:1][O:2][Si:3]([CH2:8][CH2:9][CH2:10][N:11]([CH3:13])[CH3:12])([O:6][CH3:7])[O:4][CH3:5].[C:14](OCC)(=O)C.[CH3:20][S:21]([O:24]C)(=[O:23])=[O:22], predict the reaction product. The product is: [CH3:20][S:21]([O-:24])(=[O:23])=[O:22].[CH3:1][O:2][Si:3]([CH2:8][CH2:9][CH2:10][N+:11]([CH3:14])([CH3:13])[CH3:12])([O:4][CH3:5])[O:6][CH3:7]. (3) Given the reactants [CH:1]1([C:4]2[CH:5]=[C:6]([I:13])[C:7]([OH:12])=[C:8]([CH:11]=2)[CH:9]=[O:10])[CH2:3][CH2:2]1.I[CH2:15][CH3:16], predict the reaction product. The product is: [CH:1]1([C:4]2[CH:5]=[C:6]([I:13])[C:7]([O:12][CH2:15][CH3:16])=[C:8]([CH:11]=2)[CH:9]=[O:10])[CH2:2][CH2:3]1.